Dataset: Catalyst prediction with 721,799 reactions and 888 catalyst types from USPTO. Task: Predict which catalyst facilitates the given reaction. (1) Reactant: [O:1]([C:8]1[CH:14]=[CH:13][C:11]([NH2:12])=[CH:10][CH:9]=1)[C:2]1[CH:7]=[CH:6][CH:5]=[CH:4][CH:3]=1.C(N(CC)C1C=CC=CC=1)C.[Br:26][CH2:27][C:28](Br)=[O:29]. Product: [Br:26][CH2:27][C:28]([NH:12][C:11]1[CH:10]=[CH:9][C:8]([O:1][C:2]2[CH:3]=[CH:4][CH:5]=[CH:6][CH:7]=2)=[CH:14][CH:13]=1)=[O:29]. The catalyst class is: 4. (2) The catalyst class is: 5. Reactant: Cl.[NH2:2][NH2:3].CCO/[CH:7]=[CH:8]/[C:9]([C:11]([F:14])([F:13])[F:12])=O.FC(F)(F)C(Cl)=O.C(OCC)=C. Product: [F:12][C:11]([F:14])([F:13])[C:9]1[CH:8]=[CH:7][NH:3][N:2]=1. (3) Reactant: [F:1][C:2]1[CH:7]=[C:6]([F:8])[CH:5]=[CH:4][C:3]=1[C:9]([OH:30])([CH2:24][N:25]1[CH:29]=[N:28][N:27]=[N:26]1)[C:10]([C:13]1[N:18]=[CH:17][C:16](/[CH:19]=[CH:20]/[CH:21]([OH:23])[CH3:22])=[CH:15][CH:14]=1)([F:12])[F:11]. Product: [F:1][C:2]1[CH:7]=[C:6]([F:8])[CH:5]=[CH:4][C:3]=1[C:9]([OH:30])([CH2:24][N:25]1[CH:29]=[N:28][N:27]=[N:26]1)[C:10]([C:13]1[N:18]=[CH:17][C:16]([CH2:19][CH2:20][CH:21]([OH:23])[CH3:22])=[CH:15][CH:14]=1)([F:12])[F:11]. The catalyst class is: 19. (4) Reactant: [Cl:1][C:2]1[NH:3][N:4]=[C:5]2[C:10]=1[CH:9]=[CH:8][CH:7]=[CH:6]2.[CH2:11]=[O:12]. Product: [Cl:1][C:2]1[N:3]([CH2:11][OH:12])[N:4]=[C:5]2[C:10]=1[CH:9]=[CH:8][CH:7]=[CH:6]2. The catalyst class is: 6. (5) Reactant: [CH3:1]N(C=O)C.[F:6][C:7]1[CH:15]=[CH:14][C:10]([C:11]([OH:13])=[O:12])=[C:9]([OH:16])[CH:8]=1.C(=O)([O-])O.[K+].IC. Product: [F:6][C:7]1[CH:15]=[CH:14][C:10]([C:11]([O:13][CH3:1])=[O:12])=[C:9]([OH:16])[CH:8]=1. The catalyst class is: 6.